From a dataset of Forward reaction prediction with 1.9M reactions from USPTO patents (1976-2016). Predict the product of the given reaction. (1) Given the reactants [CH2:1]1[NH:6][CH2:5][CH2:4][N:3]2[CH2:7][CH2:8][CH2:9][CH2:10][CH:2]12.CCN(CC)CC.[CH:18]([N:21]1[C:25]([C:26]2[N:35]=[C:34]3[N:28]([CH2:29][CH2:30][O:31][C:32]4[CH:39]=[CH:38][C:37]([S:40](Cl)(=[O:42])=[O:41])=[CH:36][C:33]=43)[CH:27]=2)=[N:24][CH:23]=[N:22]1)([CH3:20])[CH3:19], predict the reaction product. The product is: [CH2:1]1[N:6]([S:40]([C:37]2[CH:38]=[CH:39][C:32]3[O:31][CH2:30][CH2:29][N:28]4[CH:27]=[C:26]([C:25]5[N:21]([CH:18]([CH3:19])[CH3:20])[N:22]=[CH:23][N:24]=5)[N:35]=[C:34]4[C:33]=3[CH:36]=2)(=[O:42])=[O:41])[CH2:5][CH2:4][N:3]2[CH2:7][CH2:8][CH2:9][CH2:10][CH:2]12. (2) The product is: [F:1][C:2]1[CH:3]=[C:4]([CH:26]=[CH:27][C:28]=1[C:29](=[O:32])[NH:30][CH3:31])[CH2:5][C:6]1[C:7]([CH3:25])=[C:8]([CH3:24])[C:9]([CH:33]=[CH2:34])=[C:10]([CH:15]=1)[C:11]([O:13][CH3:14])=[O:12]. Given the reactants [F:1][C:2]1[CH:3]=[C:4]([CH:26]=[CH:27][C:28]=1[C:29](=[O:32])[NH:30][CH3:31])[CH2:5][C:6]1[C:7]([CH3:25])=[C:8]([CH3:24])[C:9](OS(C(F)(F)F)(=O)=O)=[C:10]([CH:15]=1)[C:11]([O:13][CH3:14])=[O:12].[CH2:33](C([Sn])=C(CCCC)CCCC)[CH2:34]CC.[Cl-].[Li+].[F-].[K+], predict the reaction product. (3) The product is: [NH2:14][C:15]1[CH:24]=[CH:23][C:22]2[CH2:21][N:20]([C:25]([O:27][C:28]([CH3:31])([CH3:30])[CH3:29])=[O:26])[CH2:19][CH2:18][C:17]=2[N:16]=1. Given the reactants C1(C(=[N:14][C:15]2[CH:24]=[CH:23][C:22]3[CH2:21][N:20]([C:25]([O:27][C:28]([CH3:31])([CH3:30])[CH3:29])=[O:26])[CH2:19][CH2:18][C:17]=3[N:16]=2)C2C=CC=CC=2)C=CC=CC=1.NO.Cl, predict the reaction product. (4) Given the reactants C[Si]([N-][Si](C)(C)C)(C)C.[Li+].[CH3:11][CH:12]([C@H:14]1[CH2:19][O:18][C:16](=[O:17])[CH2:15]1)[CH3:13].[CH2:20](I)[C:21]1[CH:26]=[CH:25][CH:24]=[CH:23][CH:22]=1, predict the reaction product. The product is: [CH2:20]([C@@H:15]1[C@@H:14]([CH:12]([CH3:13])[CH3:11])[CH2:19][O:18][C:16]1=[O:17])[C:21]1[CH:26]=[CH:25][CH:24]=[CH:23][CH:22]=1.